This data is from Full USPTO retrosynthesis dataset with 1.9M reactions from patents (1976-2016). The task is: Predict the reactants needed to synthesize the given product. (1) Given the product [CH3:3][O:4][C:5]1[CH:6]=[CH:7][C:8]([CH2:9][N:10]2[CH:14]=[C:13]([C:15]3[S:16][CH:17]=[C:18]([C:20]([OH:22])=[O:21])[N:19]=3)[CH:12]=[N:11]2)=[CH:25][CH:26]=1, predict the reactants needed to synthesize it. The reactants are: [OH-].[Na+].[CH3:3][O:4][C:5]1[CH:26]=[CH:25][C:8]([CH2:9][N:10]2[CH:14]=[C:13]([C:15]3[S:16][CH:17]=[C:18]([C:20]([O:22]CC)=[O:21])[N:19]=3)[CH:12]=[N:11]2)=[CH:7][CH:6]=1. (2) Given the product [Cl:1][C:2]1[CH:3]=[C:4]2[C:6]([CH:12]=[CH:13][C:14]([CH3:15])=[N:5]2)=[CH:7][C:8]=1[O:9][CH3:10], predict the reactants needed to synthesize it. The reactants are: [Cl:1][C:2]1[CH:3]=[C:4]([CH:6]=[CH:7][C:8]=1[O:9][CH3:10])[NH2:5].Cl.[CH:12](=O)/[CH:13]=[CH:14]/[CH3:15]. (3) Given the product [NH2:59][C:48]([C:34]1[NH:35][C:36]2[C:32]([C:33]=1[S:53]([N:7]([CH3:8])[C:65](=[O:67])[CH2:64][CH2:63][NH2:62])(=[O:54])=[O:55])=[CH:31][C:30]([Br:29])=[CH:38][CH:37]=2)=[O:50], predict the reactants needed to synthesize it. The reactants are: ClC1C=C2[C:8](=CC=1)[N:7](S(C1C=CC=CC=1)(=O)=O)C(C(OCC)=O)=C2S(Cl)(=O)=O.[Br:29][C:30]1[CH:31]=[C:32]2[C:36](=[CH:37][CH:38]=1)[N:35](S(C1C=CC=CC=1)(=O)=O)[C:34]([C:48]([O:50]CC)=O)=[C:33]2[S:53](Cl)(=[O:55])=[O:54].Cl.C[NH2:59].Cl.C[NH:62][CH2:63][CH2:64][C:65]([O:67]C)=O. (4) Given the product [C:32]([C:29]1[CH:28]=[CH:27][C:26]([C:23]2[CH:24]=[CH:25][C:20]([O:19][CH:14]([C:11]3[CH:10]=[CH:9][C:8]([C:7]([NH:6][CH2:5][C@@H:4]([OH:37])[C:3]([OH:38])=[O:2])=[O:36])=[CH:13][CH:12]=3)[CH2:15][CH:16]([CH3:18])[CH3:17])=[CH:21][CH:22]=2)=[CH:31][CH:30]=1)([CH3:34])([CH3:35])[CH3:33], predict the reactants needed to synthesize it. The reactants are: C[O:2][C:3](=[O:38])[C@H:4]([OH:37])[CH2:5][NH:6][C:7](=[O:36])[C:8]1[CH:13]=[CH:12][C:11]([CH:14]([O:19][C:20]2[CH:25]=[CH:24][C:23]([C:26]3[CH:31]=[CH:30][C:29]([C:32]([CH3:35])([CH3:34])[CH3:33])=[CH:28][CH:27]=3)=[CH:22][CH:21]=2)[CH2:15][CH:16]([CH3:18])[CH3:17])=[CH:10][CH:9]=1.[OH-].[Na+]. (5) Given the product [CH:21]1[CH:20]=[CH:19][C:24]([NH:14][C:15](/[CH:17]=[N:40]/[OH:41])=[O:16])=[CH:23][CH:22]=1, predict the reactants needed to synthesize it. The reactants are: N1C2C(=CC=CC=2)C(C(O)=O)=CC=1.[NH:14]1[C:24]2[C:19](=[CH:20][CH:21]=[CH:22][CH:23]=2)[C:17](=O)[C:15]1=[O:16].NC1C=CC=CC=1.ClC(Cl)(Cl)C(O)O.Cl.[NH2:40][OH:41]. (6) Given the product [CH3:33][S:34]([O:1][CH2:2][C:3]1[N:8]=[CH:7][C:6]2[N:9]([C:12]3[S:16][C:15]([C:17](=[O:18])[NH2:19])=[C:14]([O:20][CH:21]([C:23]4[CH:28]=[CH:27][CH:26]=[CH:25][C:24]=4[C:29]([F:30])([F:31])[F:32])[CH3:22])[CH:13]=3)[CH:10]=[N:11][C:5]=2[CH:4]=1)(=[O:36])=[O:35], predict the reactants needed to synthesize it. The reactants are: [OH:1][CH2:2][C:3]1[N:8]=[CH:7][C:6]2[N:9]([C:12]3[S:16][C:15]([C:17]([NH2:19])=[O:18])=[C:14]([O:20][CH:21]([C:23]4[CH:28]=[CH:27][CH:26]=[CH:25][C:24]=4[C:29]([F:32])([F:31])[F:30])[CH3:22])[CH:13]=3)[CH:10]=[N:11][C:5]=2[CH:4]=1.[CH3:33][S:34](Cl)(=[O:36])=[O:35].C(N(CC)CC)C. (7) Given the product [OH:45][CH:43]([CH2:42][CH:40]([OH:41])[CH2:39][N:25]([C:11]1[C:12]([I:24])=[C:13]([C:16]([NH:17][CH2:18][CH2:19][OH:20])=[O:23])[C:14]([I:15])=[C:9]([C:10]=1[I:28])[C:8]([NH:7][CH2:6][CH:5]([OH:30])[CH2:4][OH:3])=[O:29])[CH:26]=[O:27])[CH2:44][N:25]([C:11]1[C:12]([I:24])=[C:13]([C:16]([NH:17][CH2:18][CH2:19][OH:20])=[O:23])[C:14]([I:15])=[C:9]([C:10]=1[I:28])[C:8]([NH:7][CH2:6][CH:5]([OH:30])[CH2:4][OH:3])=[O:29])[CH:26]=[O:37], predict the reactants needed to synthesize it. The reactants are: C([O:3][CH2:4][CH:5]([O:30]C=O)[CH2:6][NH:7][C:8](=[O:29])[C:9]1[C:14]([I:15])=[C:13]([C:16](=[O:23])[NH:17][CH2:18][CH2:19][O:20]C=O)[C:12]([I:24])=[C:11]([NH:25][CH:26]=[O:27])[C:10]=1[I:28])=O.B(O)(O)O.[OH-:37].[K+].[CH2:39]1[O:41][CH:40]1[CH2:42][CH:43]1[O:45][CH2:44]1.Cl.